Dataset: Reaction yield outcomes from USPTO patents with 853,638 reactions. Task: Predict the reaction yield, written as a fraction of the theoretical maximum amount of product (1.0 means a 100% yield; for example, 0.34 means a 34% yield). (1) The reactants are N#N.[F:3][C:4]1[CH:26]=[C:25]([F:27])[CH:24]=[CH:23][C:5]=1[O:6][C:7]1[CH:13]=[CH:12][C:10]([NH2:11])=[CH:9][C:8]=1B1OC(C)(C)C(C)(C)O1.Br[C:29]1[C:38]2[C:33](=[CH:34][N:35]=[CH:36][CH:37]=2)[C:32](=[O:39])[N:31]([CH3:40])[CH:30]=1.C([O-])([O-])=O.[K+].[K+]. The catalyst is O1CCOCC1.O.C1C=CC(P(C2C=CC=CC=2)[C-]2C=CC=C2)=CC=1.C1C=CC(P(C2C=CC=CC=2)[C-]2C=CC=C2)=CC=1.Cl[Pd]Cl.[Fe+2]. The product is [NH2:11][C:10]1[CH:12]=[CH:13][C:7]([O:6][C:5]2[CH:23]=[CH:24][C:25]([F:27])=[CH:26][C:4]=2[F:3])=[C:8]([C:29]2[C:38]3[C:33](=[CH:34][N:35]=[CH:36][CH:37]=3)[C:32](=[O:39])[N:31]([CH3:40])[CH:30]=2)[CH:9]=1. The yield is 0.530. (2) The yield is 0.710. The catalyst is C1COCC1. The product is [CH3:1][O:2][C:3]([C@@:5]12[C:11]([CH3:12])([CH3:13])[C@@H:8]([CH2:9][CH2:10]1)[CH:7]=[C:6]2[O:14][S:30]([C:33]([F:36])([F:35])[F:34])(=[O:32])=[O:31])=[O:4]. The reactants are [CH3:1][O:2][C:3]([C@@:5]12[C:11]([CH3:13])([CH3:12])[C@@H:8]([CH2:9][CH2:10]1)[CH2:7][C:6]2=[O:14])=[O:4].[Li+].CC([N-]C(C)C)C.C1(N([S:30]([C:33]([F:36])([F:35])[F:34])(=[O:32])=[O:31])[S:30]([C:33]([F:36])([F:35])[F:34])(=[O:32])=[O:31])C=CC=CC=1. (3) The yield is 0.952. The reactants are [Br:1][C:2]1[CH:9]=[CH:8][C:5]([C:6]#[N:7])=[C:4]([O:10]C)[CH:3]=1.[Cl-].[Al+3].[Cl-].[Cl-]. The product is [Br:1][C:2]1[CH:9]=[CH:8][C:5]([C:6]#[N:7])=[C:4]([OH:10])[CH:3]=1. The catalyst is C(Cl)Cl.C(OCC)(=O)C. (4) The reactants are C([NH:4][C:5]1[CH:25]=[CH:24][C:8]([O:9][C:10]2[N:11]=[C:12]3[C:16](=[CH:17][CH:18]=2)[NH:15][CH:14]([NH:19][C:20](=[O:23])[O:21][CH3:22])[NH:13]3)=[CH:7][CH:6]=1)(=O)C.Cl. The catalyst is O. The product is [NH2:4][C:5]1[CH:25]=[CH:24][C:8]([O:9][C:10]2[N:11]=[C:12]3[C:16](=[CH:17][CH:18]=2)[NH:15][CH:14]([NH:19][C:20](=[O:23])[O:21][CH3:22])[NH:13]3)=[CH:7][CH:6]=1. The yield is 0.370.